Dataset: Full USPTO retrosynthesis dataset with 1.9M reactions from patents (1976-2016). Task: Predict the reactants needed to synthesize the given product. Given the product [NH2:7][CH:8]([C:10]1[N:21]([C:22]2[CH:27]=[C:26]([F:28])[CH:25]=[C:24]([F:29])[CH:23]=2)[C:12](=[O:11])[C:13]2[C:14](=[CH:16][CH:17]=[CH:18][C:19]=2[Cl:20])[N:15]=1)[CH3:9], predict the reactants needed to synthesize it. The reactants are: C(OC(=O)[NH:7][CH:8]([C:10]1[O:11][CH:12]([NH:21][C:22]2[CH:27]=[C:26]([F:28])[CH:25]=[C:24]([F:29])[CH:23]=2)[C:13]2[C:19]([Cl:20])=[CH:18][CH:17]=[CH:16][C:14]=2[N:15]=1)[CH3:9])(C)(C)C.